The task is: Predict which catalyst facilitates the given reaction.. This data is from Catalyst prediction with 721,799 reactions and 888 catalyst types from USPTO. (1) Reactant: [Mg].C1(S([N:11]2[C:26]([CH2:27][CH3:28])=[C:15]3[CH2:16][CH:17]([N:23]([CH3:25])[CH3:24])[C:18]4[CH2:19][O:20][CH:21]=[CH:22][C:13]([C:14]=43)=[CH:12]2)(=O)=O)C=CC=CC=1. Product: [CH2:27]([C:26]1[NH:11][CH:12]=[C:13]2[CH:22]=[CH:21][O:20][CH2:19][C:18]3[CH:17]([N:23]([CH3:25])[CH3:24])[CH2:16][C:15]=1[C:14]2=3)[CH3:28]. The catalyst class is: 254. (2) The catalyst class is: 7. Product: [CH3:1][NH:2][CH2:4][C:5]1[CH:6]=[C:7]([CH:10]=[CH:11][CH:12]=1)[C:8]#[N:9]. Reactant: [CH3:1][NH2:2].Br[CH2:4][C:5]1[CH:6]=[C:7]([CH:10]=[CH:11][CH:12]=1)[C:8]#[N:9]. (3) Reactant: [NH2:1][N:2]1[CH2:6][CH2:5][O:4][C:3]1=[O:7].[F:8][C:9]1[CH:17]=[CH:16][C:12]([C:13](Cl)=[O:14])=[CH:11][CH:10]=1. Product: [F:8][C:9]1[CH:17]=[CH:16][C:12]([C:13]([NH:1][N:2]2[CH2:6][CH2:5][O:4][C:3]2=[O:7])=[O:14])=[CH:11][CH:10]=1. The catalyst class is: 6. (4) Reactant: [CH3:1][O:2][C:3]1[CH:4]=[C:5]([CH:12]=[CH:13][C:14]=1[N+:15]([O-:17])=[O:16])[O:6][CH2:7][C:8]([O:10]C)=[O:9].[OH-].[Na+:19]. Product: [CH3:1][O:2][C:3]1[CH:4]=[C:5]([CH:12]=[CH:13][C:14]=1[N+:15]([O-:17])=[O:16])[O:6][CH2:7][C:8]([O-:10])=[O:9].[Na+:19]. The catalyst class is: 5. (5) Reactant: [Cl:1][C:2]1[CH:13]=[C:12]([N+:14]([O-])=O)[CH:11]=[CH:10][C:3]=1[CH2:4][N:5]([CH2:8][CH3:9])[CH2:6][CH3:7]. Product: [Cl:1][C:2]1[CH:13]=[C:12]([NH2:14])[CH:11]=[CH:10][C:3]=1[CH2:4][N:5]([CH2:8][CH3:9])[CH2:6][CH3:7]. The catalyst class is: 814. (6) Reactant: [CH2:1]([O:8][C:9]1[C:17]([F:18])=[CH:16][C:15]([Br:19])=[C:14]2[C:10]=1[C:11]([CH2:21][C:22]([OH:24])=[O:23])=[CH:12][N:13]2C)[C:2]1[CH:7]=[CH:6][CH:5]=[CH:4][CH:3]=1.C(OC1C(F)=CC(Br)=C2C=1C=CN2)C1C=CC=CC=1. Product: [CH2:1]([O:8][C:9]1[C:17]([F:18])=[CH:16][C:15]([Br:19])=[C:14]2[C:10]=1[C:11]([CH2:21][C:22]([OH:24])=[O:23])=[CH:12][NH:13]2)[C:2]1[CH:7]=[CH:6][CH:5]=[CH:4][CH:3]=1. The catalyst class is: 98. (7) Reactant: [CH2:1]([N:8]1[C:16]2[C:11](=[CH:12][CH:13]=[C:14]([N+:17]([O-:19])=[O:18])[CH:15]=2)[C:10]([C:20]([OH:28])([C:24]([F:27])([F:26])[F:25])[CH2:21][CH:22]=[O:23])=[CH:9]1)[C:2]1[CH:7]=[CH:6][CH:5]=[CH:4][CH:3]=1.Cl([O-])=[O:30].[Na+].O.O.P([O-])(O)(O)=O.[Na+].CC(=CC)C.S([O-])([O-])(=O)=S.[Na+].[Na+]. Product: [CH2:1]([N:8]1[C:16]2[C:11](=[CH:12][CH:13]=[C:14]([N+:17]([O-:19])=[O:18])[CH:15]=2)[C:10]([C:20]([OH:28])([C:24]([F:25])([F:27])[F:26])[CH2:21][C:22]([OH:30])=[O:23])=[CH:9]1)[C:2]1[CH:3]=[CH:4][CH:5]=[CH:6][CH:7]=1. The catalyst class is: 192. (8) Reactant: C1(C([NH:14][C@@H:15]([C@H:23]2[CH2:28][CH2:27][CH2:26][CH:25]([OH:29])[CH2:24]2)[C:16]([O:18][C:19]([CH3:22])([CH3:21])[CH3:20])=[O:17])C2C=CC=CC=2)C=CC=CC=1. Product: [NH2:14][C@@H:15]([C@H:23]1[CH2:28][CH2:27][CH2:26][CH:25]([OH:29])[CH2:24]1)[C:16]([O:18][C:19]([CH3:22])([CH3:21])[CH3:20])=[O:17]. The catalyst class is: 381.